Dataset: Forward reaction prediction with 1.9M reactions from USPTO patents (1976-2016). Task: Predict the product of the given reaction. Given the reactants [C:1]([CH:4]1[CH2:8][N:7]([CH2:9][C:10]2[CH:15]=[CH:14][C:13]([O:16][CH3:17])=[CH:12][CH:11]=2)[C:6](=[O:18])[CH2:5]1)(=[O:3])[CH3:2].[BH4-].[Na+], predict the reaction product. The product is: [OH:3][CH:1]([CH:4]1[CH2:8][N:7]([CH2:9][C:10]2[CH:11]=[CH:12][C:13]([O:16][CH3:17])=[CH:14][CH:15]=2)[C:6](=[O:18])[CH2:5]1)[CH3:2].